This data is from Full USPTO retrosynthesis dataset with 1.9M reactions from patents (1976-2016). The task is: Predict the reactants needed to synthesize the given product. Given the product [CH:2]([CH:3]1[CH2:6][CH:5]([C:7]([O:9][CH2:10][C:11]2[CH:12]=[CH:13][CH:14]=[CH:15][CH:16]=2)=[O:8])[CH2:4]1)=[O:1], predict the reactants needed to synthesize it. The reactants are: [OH:1][CH2:2][CH:3]1[CH2:6][CH:5]([C:7]([O:9][CH2:10][C:11]2[CH:16]=[CH:15][CH:14]=[CH:13][CH:12]=2)=[O:8])[CH2:4]1.C1C=C[NH+]=CC=1.[O-][Cr](Cl)(=O)=O.